Dataset: Peptide-MHC class I binding affinity with 185,985 pairs from IEDB/IMGT. Task: Regression. Given a peptide amino acid sequence and an MHC pseudo amino acid sequence, predict their binding affinity value. This is MHC class I binding data. (1) The peptide sequence is YNYFFMPL. The MHC is H-2-Db with pseudo-sequence H-2-Db. The binding affinity (normalized) is 0.342. (2) The binding affinity (normalized) is 0.0847. The peptide sequence is FHKRDMRLL. The MHC is HLA-B57:01 with pseudo-sequence HLA-B57:01. (3) The peptide sequence is LPYPVLLKI. The MHC is HLA-B15:01 with pseudo-sequence HLA-B15:01. The binding affinity (normalized) is 0.0847. (4) The MHC is H-2-Kb with pseudo-sequence H-2-Kb. The binding affinity (normalized) is 0.200. The peptide sequence is VPYCNYSKF. (5) The peptide sequence is NAFGWENAY. The MHC is HLA-B35:01 with pseudo-sequence HLA-B35:01. The binding affinity (normalized) is 0.642.